From a dataset of Forward reaction prediction with 1.9M reactions from USPTO patents (1976-2016). Predict the product of the given reaction. (1) Given the reactants [C:1](Cl)(=[O:10])[C:2]1[CH:7]=[CH:6][CH:5]=[C:4]([O:8][CH3:9])[CH:3]=1.[CH3:12][O:13][C:14]1[CH:15]=[C:16]2[C:21](=[CH:22][C:23]=1[O:24][CH3:25])[N:20]=[CH:19][N:18]=[C:17]2[NH:26][C:27]1[S:28][C:29]2[CH:35]=[C:34]([NH2:36])[CH:33]=[CH:32][C:30]=2[N:31]=1, predict the reaction product. The product is: [CH3:12][O:13][C:14]1[CH:15]=[C:16]2[C:21](=[CH:22][C:23]=1[O:24][CH3:25])[N:20]=[CH:19][N:18]=[C:17]2[NH:26][C:27]1[S:28][C:29]2[CH:35]=[C:34]([NH:36][C:1](=[O:10])[C:2]3[CH:7]=[CH:6][CH:5]=[C:4]([O:8][CH3:9])[CH:3]=3)[CH:33]=[CH:32][C:30]=2[N:31]=1. (2) Given the reactants O.Cl.[CH2:3]=[C:4]1[C:9](=[O:10])[CH:8]2[CH2:11][CH2:12][N:5]1[CH2:6][CH2:7]2.C([O-])([O-])=O.[K+].[K+], predict the reaction product. The product is: [CH3:3][CH:4]1[C:9](=[O:10])[CH:8]2[CH2:11][CH2:12][N:5]1[CH2:6][CH2:7]2. (3) Given the reactants C([O:5][NH:6][C:7]([C:9]1[CH:14]=[N:13][C:12]([NH:15][C:16](=[O:35])[C@@H:17]([C:24]2[CH:29]=[CH:28][C:27]([S:30]([CH3:33])(=[O:32])=[O:31])=[C:26]([Cl:34])[CH:25]=2)[CH2:18][CH:19]2[CH2:23][CH2:22][CH2:21][CH2:20]2)=[CH:11][N:10]=1)=[O:8])(C)(C)C.[F:36][C:37]([F:42])([F:41])[C:38]([OH:40])=[O:39], predict the reaction product. The product is: [F:36][C:37]([F:42])([F:41])[C:38]([OH:40])=[O:39].[OH2:5].[F:36][C:37]([F:42])([F:41])[C:38]([OH:40])=[O:39].[OH:5][NH:6][C:7]([C:9]1[CH:14]=[N:13][C:12]([NH:15][C:16](=[O:35])[C@@H:17]([C:24]2[CH:29]=[CH:28][C:27]([S:30]([CH3:33])(=[O:31])=[O:32])=[C:26]([Cl:34])[CH:25]=2)[CH2:18][CH:19]2[CH2:23][CH2:22][CH2:21][CH2:20]2)=[CH:11][N:10]=1)=[O:8]. (4) Given the reactants [F:1][C:2]1[C:7]([F:8])=[CH:6][CH:5]=[CH:4][C:3]=1[C@H:9]([NH2:11])[CH3:10].[CH:12]([C:14]1([C:17]([O:19][CH3:20])=[O:18])[CH2:16][CH2:15]1)=O.[BH-](OC(C)=O)(OC(C)=O)OC(C)=O.[Na+].CC(O)C, predict the reaction product. The product is: [F:1][C:2]1[C:7]([F:8])=[CH:6][CH:5]=[CH:4][C:3]=1[C@H:9]([NH:11][CH2:12][C:14]1([C:17]([O:19][CH3:20])=[O:18])[CH2:16][CH2:15]1)[CH3:10]. (5) Given the reactants C[O:2][C:3](=O)[CH2:4][C:5]([CH:7]1[CH2:9][CH2:8]1)=O.O.[NH2:12][NH2:13], predict the reaction product. The product is: [CH:7]1([C:5]2[CH2:4][C:3](=[O:2])[NH:12][N:13]=2)[CH2:9][CH2:8]1. (6) Given the reactants [Cl:1][C:2]1[CH:3]=[C:4]2[C:13](=[C:14]3[C:19]=1[CH:18]=[CH:17][CH:16]=[N:15]3)[NH:12][S:11](=[O:21])(=[O:20])[C:10]1[C:5]2=[CH:6][C:7](F)=[CH:8][CH:9]=1.[N:23]1([CH2:29][CH2:30][NH2:31])[CH2:28][CH2:27][O:26][CH2:25][CH2:24]1, predict the reaction product. The product is: [Cl:1][C:2]1[CH:3]=[C:4]2[C:13](=[C:14]3[C:19]=1[CH:18]=[CH:17][CH:16]=[N:15]3)[NH:12][S:11](=[O:21])(=[O:20])[C:10]1[C:5]2=[CH:6][C:7]([NH:31][CH2:30][CH2:29][N:23]2[CH2:28][CH2:27][O:26][CH2:25][CH2:24]2)=[CH:8][CH:9]=1. (7) Given the reactants [OH:1][CH2:2][C:3]1[CH:8]=[CH:7][CH:6]=[C:5]([O:9][CH3:10])[C:4]=1[OH:11].[CH3:12][O:13][CH2:14][CH2:15]Br, predict the reaction product. The product is: [CH3:10][O:9][C:5]1[C:4]([O:11][CH2:15][CH2:14][O:13][CH3:12])=[C:3]([CH2:2][OH:1])[CH:8]=[CH:7][CH:6]=1.